Dataset: Peptide-MHC class I binding affinity with 185,985 pairs from IEDB/IMGT. Task: Regression. Given a peptide amino acid sequence and an MHC pseudo amino acid sequence, predict their binding affinity value. This is MHC class I binding data. (1) The peptide sequence is AVEDFLAFF. The MHC is HLA-C04:01 with pseudo-sequence HLA-C04:01. The binding affinity (normalized) is 0.0847. (2) The peptide sequence is QSVGHMMVI. The MHC is HLA-A02:01 with pseudo-sequence HLA-A02:01. The binding affinity (normalized) is 0.215. (3) The peptide sequence is FSLMVSSFNN. The MHC is H-2-Db with pseudo-sequence H-2-Db. The binding affinity (normalized) is 0. (4) The peptide sequence is YMDDVVLGAK. The MHC is Patr-A0101 with pseudo-sequence Patr-A0101. The binding affinity (normalized) is 0.292. (5) The peptide sequence is LPIDKCSRI. The MHC is HLA-A68:02 with pseudo-sequence HLA-A68:02. The binding affinity (normalized) is 0.231. (6) The peptide sequence is ALGGSCHTT. The MHC is HLA-A02:19 with pseudo-sequence HLA-A02:19. The binding affinity (normalized) is 0.416.